Dataset: Reaction yield outcomes from USPTO patents with 853,638 reactions. Task: Predict the reaction yield, written as a fraction of the theoretical maximum amount of product (1.0 means a 100% yield; for example, 0.34 means a 34% yield). (1) The reactants are C(C1C=CC(C(C)C(OC2C=CC(C(OCC(O)CO)=O)=CC=2)=O)=CC=1)C(C)C.[CH:30]1[CH:31]=[CH:32][C:33]([NH:40][C:41]2[C:42]([Cl:48])=[CH:43][CH:44]=[CH:45][C:46]=2[Cl:47])=[C:34]([CH2:36][C:37]([OH:39])=[O:38])[CH:35]=1.C1CCC(N=C=NC2CCCCC2)CC1.O[C:65]1[CH:87]=[CH:86][C:68]([C:69]([O:71][CH2:72][C:73]2([CH3:85])[CH2:78][O:77][CH:76]([C:79]3[CH:84]=[CH:83][CH:82]=[CH:81][CH:80]=3)[O:75][CH2:74]2)=[O:70])=[CH:67][CH:66]=1. The catalyst is CN(C1C=CN=CC=1)C.C(Cl)Cl.C1COCC1. The product is [Cl:48][C:42]1[CH:43]=[CH:44][CH:45]=[C:46]([Cl:47])[C:41]=1[NH:40][C:33]1[CH:32]=[CH:31][CH:30]=[CH:35][C:34]=1[CH2:36][C:37]([O:39][C:65]1[CH:87]=[CH:86][C:68]([C:69]([O:71][CH2:72][C:73]2([CH3:85])[CH2:74][O:75][CH:76]([C:79]3[CH:84]=[CH:83][CH:82]=[CH:81][CH:80]=3)[O:77][CH2:78]2)=[O:70])=[CH:67][CH:66]=1)=[O:38]. The yield is 0.950. (2) The reactants are [OH:1][C:2]1[CH:9]=[CH:8][C:5]([CH:6]=[O:7])=[CH:4][CH:3]=1.C1(P(C2C=CC=CC=2)C2C=CC=CC=2)C=CC=CC=1.[CH2:29]([O:32][CH2:33][CH2:34][CH2:35][CH2:36]O)[C:30]#[CH:31].N(C(OC(C)C)=O)=NC(OC(C)C)=O. The catalyst is ClCCl.O1CCOCC1. The product is [CH2:29]([O:32][CH2:33][CH2:34][CH2:35][CH2:36][O:1][C:2]1[CH:9]=[CH:8][C:5]([CH:6]=[O:7])=[CH:4][CH:3]=1)[C:30]#[CH:31]. The yield is 0.820. (3) The reactants are [OH:1][C:2]1[CH:3]=[C:4]([CH:9]=[CH:10][C:11]=1[I:12])[C:5]([O:7][CH3:8])=[O:6].[CH2:13](Br)[CH:14]=[CH2:15].[H-].[Na+]. The catalyst is CN(C=O)C.O. The product is [CH2:15]([O:1][C:2]1[CH:3]=[C:4]([CH:9]=[CH:10][C:11]=1[I:12])[C:5]([O:7][CH3:8])=[O:6])[CH:14]=[CH2:13]. The yield is 1.00. (4) The reactants are [CH3:1][O:2][C:3]12[CH2:10][CH2:9][C:6]([CH2:11][CH2:12][C:13](OC)=[O:14])([CH2:7][CH2:8]1)[CH2:5][CH2:4]2.[Li+].[BH4-].[NH4+].[Cl-]. The catalyst is C1COCC1. The product is [CH3:1][O:2][C:3]12[CH2:10][CH2:9][C:6]([CH2:11][CH2:12][CH2:13][OH:14])([CH2:7][CH2:8]1)[CH2:5][CH2:4]2. The yield is 0.910. (5) The catalyst is C(O)C. The reactants are C([O:3][C:4]([C:6]1[CH:7]=[C:8]2[CH2:15][CH2:14][CH2:13][C:9]2=[N:10][C:11]=1[NH2:12])=[O:5])C.[OH-].[Na+].Cl. The yield is 0.830. The product is [NH2:12][C:11]1[N:10]=[C:9]2[CH2:13][CH2:14][CH2:15][C:8]2=[CH:7][C:6]=1[C:4]([OH:5])=[O:3]. (6) The reactants are [C:1]([N:5]1[CH2:10][CH2:9][N:8]([C:11](OC(C)(C)C)=[O:12])[C@@H:7]([C:18]([N:20]2[CH2:25][CH2:24][NH:23][CH2:22][CH2:21]2)=[O:19])[CH2:6]1)([CH3:4])([CH3:3])[CH3:2].[Br:26][C:27]1[S:31][C:30]([NH:32][C:33](=[O:41])OC2C=CC=CC=2)=[N:29][C:28]=1[CH3:42]. The catalyst is C(Cl)Cl. The product is [NH3:5].[CH3:11][OH:12].[Br:26][C:27]1[S:31][C:30]([NH:32][C:33]([N:23]2[CH2:24][CH2:25][N:20]([C:18]([C@H:7]3[CH2:6][N:5]([C:1]([CH3:4])([CH3:3])[CH3:2])[CH2:10][CH2:9][NH:8]3)=[O:19])[CH2:21][CH2:22]2)=[O:41])=[N:29][C:28]=1[CH3:42]. The yield is 0.100. (7) The reactants are [N+:1]([C:4]1[C:5]([NH:14][C:15]2[CH:20]=[CH:19][CH:18]=[CH:17][CH:16]=2)=[CH:6][CH:7]=[C:8]2[C:13]=1[N:12]=[CH:11][CH:10]=[CH:9]2)([O-])=O.Cl[Sn]Cl. The catalyst is CCO. The product is [C:15]1([NH:14][C:5]2[C:4]([NH2:1])=[C:13]3[C:8]([CH:9]=[CH:10][CH:11]=[N:12]3)=[CH:7][CH:6]=2)[CH:16]=[CH:17][CH:18]=[CH:19][CH:20]=1. The yield is 0.620. (8) The reactants are [Cl:1][C:2]1[CH:3]=[C:4]([C:8]2[N:9]=[C:10]([N:16]3[C:20]4[CH:21]=[C:22]([O:27][CH3:28])[C:23]([O:25][CH3:26])=[CH:24][C:19]=4[N:18]=[CH:17]3)[S:11][C:12]=2[C:13](O)=[O:14])[CH:5]=[CH:6][CH:7]=1.[NH2:29][N:30]1[CH:34]=[N:33][N:32]=[CH:31]1. No catalyst specified. The product is [N:33]1[N:32]=[CH:31][N:30]([NH:29][C:13]([C:12]2[S:11][C:10]([N:16]3[C:20]4[CH:21]=[C:22]([O:27][CH3:28])[C:23]([O:25][CH3:26])=[CH:24][C:19]=4[N:18]=[CH:17]3)=[N:9][C:8]=2[C:4]2[CH:5]=[CH:6][CH:7]=[C:2]([Cl:1])[CH:3]=2)=[O:14])[CH:34]=1. The yield is 0.0500. (9) The reactants are [CH:1]1([C:4]2[N:8]3[C:9]4[CH:16]=[C:15]([C:17]5[CH:22]=[CH:21][CH:20]=[CH:19][CH:18]=5)[C:14]([C:23]5[CH:28]=[CH:27][C:26]([C:29]6([NH:33]C(=O)OC(C)(C)C)[CH2:32][CH2:31][CH2:30]6)=[CH:25][CH:24]=5)=[N:13][C:10]=4[O:11][CH2:12][C:7]3=[N:6][N:5]=2)[CH2:3][CH2:2]1. The catalyst is C(O)(C(F)(F)F)=O. The product is [CH:1]1([C:4]2[N:8]3[C:9]4[CH:16]=[C:15]([C:17]5[CH:18]=[CH:19][CH:20]=[CH:21][CH:22]=5)[C:14]([C:23]5[CH:24]=[CH:25][C:26]([C:29]6([NH2:33])[CH2:30][CH2:31][CH2:32]6)=[CH:27][CH:28]=5)=[N:13][C:10]=4[O:11][CH2:12][C:7]3=[N:6][N:5]=2)[CH2:2][CH2:3]1. The yield is 0.820. (10) The reactants are C(=O)([O-])[O-].[K+].[K+].[CH3:7][C:8]1[NH:9][C:10]2[C:15]([CH:16]=1)=[CH:14][C:13](B1OC(C)(C)C(C)(C)O1)=[CH:12][CH:11]=2.[OH:26][NH:27][C:28](=[O:45])[C@:29]([CH3:44])([S:40]([CH3:43])(=[O:42])=[O:41])[CH2:30][CH2:31][N:32]1[CH:37]=[CH:36][C:35](I)=[CH:34][C:33]1=[O:39].O. The catalyst is O1CCOCC1.[Pd]. The product is [OH:26][NH:27][C:28](=[O:45])[C@:29]([CH3:44])([S:40]([CH3:43])(=[O:42])=[O:41])[CH2:30][CH2:31][N:32]1[CH:37]=[CH:36][C:35]([C:13]2[CH:14]=[C:15]3[C:10](=[CH:11][CH:12]=2)[NH:9][C:8]([CH3:7])=[CH:16]3)=[CH:34][C:33]1=[O:39]. The yield is 0.220.